From a dataset of Peptide-MHC class II binding affinity with 134,281 pairs from IEDB. Regression. Given a peptide amino acid sequence and an MHC pseudo amino acid sequence, predict their binding affinity value. This is MHC class II binding data. (1) The binding affinity (normalized) is 0.963. The MHC is DRB1_1501 with pseudo-sequence DRB1_1501. The peptide sequence is TLWQRPLVTIKIGGQLREAL. (2) The peptide sequence is TDIAEMGANLCVERV. The MHC is DRB1_0701 with pseudo-sequence DRB1_0701. The binding affinity (normalized) is 0.377. (3) The peptide sequence is VNGTWMIHTLEALDY. The MHC is HLA-DQA10501-DQB10303 with pseudo-sequence HLA-DQA10501-DQB10303. The binding affinity (normalized) is 0.593. (4) The peptide sequence is FDREFTFGWDELLSK. The MHC is DRB1_0901 with pseudo-sequence DRB1_0901. The binding affinity (normalized) is 0.599. (5) The binding affinity (normalized) is 0.562. The peptide sequence is EDGIYGIFQSTFLGA. The MHC is HLA-DQA10501-DQB10302 with pseudo-sequence HLA-DQA10501-DQB10302. (6) The peptide sequence is RPAPGGKAYMDVISR. The MHC is HLA-DQA10501-DQB10402 with pseudo-sequence HLA-DQA10501-DQB10402. The binding affinity (normalized) is 0.391. (7) The MHC is DRB1_0901 with pseudo-sequence DRB1_0901. The binding affinity (normalized) is 0.481. The peptide sequence is CGDGIFIFRDSDDWL.